From a dataset of Reaction yield outcomes from USPTO patents with 853,638 reactions. Predict the reaction yield, written as a fraction of the theoretical maximum amount of product (1.0 means a 100% yield; for example, 0.34 means a 34% yield). (1) The reactants are O[C:2]1[CH:3]=[C:4]([C:12]([O-:14])=[O:13])[C:5]2[C:10]([CH3:11])=[N:9][NH:8][C:6]=2[N:7]=1.P(Br)(Br)([Br:17])=O.[C:20](#N)[CH3:21]. No catalyst specified. The product is [Br:17][C:2]1[CH:3]=[C:4]([C:12]([O:14][CH2:20][CH3:21])=[O:13])[C:5]2[C:10]([CH3:11])=[N:9][NH:8][C:6]=2[N:7]=1. The yield is 0.778. (2) The reactants are COC1C=CC(P2(SP(C3C=CC(OC)=CC=3)(=S)S2)=[S:10])=CC=1.C([CH:26]([N:31]1[C:35]([CH2:36][CH3:37])=[C:34]([O:38][C:39]2[CH:44]=[CH:43][C:42]([C:45]#[N:46])=[CH:41][CH:40]=2)[C:33]([CH2:47][CH3:48])=[N:32]1)[C:27]([NH:29][NH2:30])=O)(=O)C.O1[CH2:53][CH2:52]CC1. No catalyst specified. The product is [CH2:47]([C:33]1[C:34]([O:38][C:39]2[CH:44]=[CH:43][C:42]([C:45]#[N:46])=[CH:41][CH:40]=2)=[C:35]([CH2:36][CH3:37])[N:31]([CH2:26][C:27]2[S:10][C:52]([CH3:53])=[N:30][N:29]=2)[N:32]=1)[CH3:48]. The yield is 0.470. (3) The reactants are [CH2:1]([N:8]1[C:12]([C:13]2[CH:18]=[CH:17][CH:16]=[CH:15][CH:14]=2)=[CH:11][C:10]([C:19](OC)=[O:20])=[C:9]1[Cl:23])[C:2]1[CH:7]=[CH:6][CH:5]=[CH:4][CH:3]=1.[H-].C([Al+]CC(C)C)C(C)C. The catalyst is C(Cl)Cl. The product is [CH2:1]([N:8]1[C:12]([C:13]2[CH:14]=[CH:15][CH:16]=[CH:17][CH:18]=2)=[CH:11][C:10]([CH2:19][OH:20])=[C:9]1[Cl:23])[C:2]1[CH:3]=[CH:4][CH:5]=[CH:6][CH:7]=1. The yield is 0.900. (4) The reactants are [Br:1][C:2]1[CH:7]=[CH:6][C:5]([CH:8]([C:10]2[CH:15]=[CH:14][C:13]([Cl:16])=[CH:12][CH:11]=2)O)=[CH:4][CH:3]=1.C1(P(C2C=CC=CC=2)C2C=CC=CC=2)C=CC=CC=1.[C:36]1(=[O:46])[NH:40][C:39](=[O:41])[C:38]2=[CH:42][CH:43]=[CH:44][CH:45]=[C:37]12.CC(OC(/N=N/C(OC(C)C)=O)=O)C. The catalyst is C1COCC1.C(OCC)C. The product is [Br:1][C:2]1[CH:7]=[CH:6][C:5]([CH:8]([C:10]2[CH:15]=[CH:14][C:13]([Cl:16])=[CH:12][CH:11]=2)[N:40]2[C:36](=[O:46])[C:37]3[C:38](=[CH:42][CH:43]=[CH:44][CH:45]=3)[C:39]2=[O:41])=[CH:4][CH:3]=1. The yield is 0.210. (5) The product is [Si:20]([O:10][CH2:9][CH2:8][NH:7][C:1]1[CH:6]=[CH:5][CH:4]=[CH:3][CH:2]=1)([C:17]([CH3:19])([CH3:18])[CH3:16])([CH3:22])[CH3:21]. The catalyst is C(Cl)Cl.O. The yield is 0.820. The reactants are [C:1]1([NH:7][CH2:8][CH2:9][OH:10])[CH:6]=[CH:5][CH:4]=[CH:3][CH:2]=1.N1C=CN=C1.[CH3:16][C:17]([Si:20](Cl)([CH3:22])[CH3:21])([CH3:19])[CH3:18]. (6) The reactants are [C:1]([O:5][C:6]([N:8]1[CH2:13][CH2:12][C:11]2[NH:14][N:15]=[C:16]([C:17]3[CH:22]=[CH:21][C:20]([Cl:23])=[C:19]([CH3:24])[CH:18]=3)[C:10]=2[CH2:9]1)=[O:7])([CH3:4])([CH3:3])[CH3:2].C([CH:27]1[O:29][CH2:28]1)Cl.[C:30](=O)([O-])[O-].[Cs+].[Cs+]. The catalyst is CN(C=O)C.CCOC(C)=O. The product is [C:1]([O:5][C:6]([N:8]1[CH2:13][CH2:12][C:11]2[N:14]([CH:28]3[CH2:27][O:29]3)[N:15]=[C:16]([C:17]3[CH:22]=[CH:21][C:20]([Cl:23])=[C:19]([CH3:24])[CH:18]=3)[C:10]=2[CH:9]1[CH3:30])=[O:7])([CH3:4])([CH3:3])[CH3:2]. The yield is 0.570. (7) The reactants are [S:1]1[C:5]2[CH:6]=[C:7]([NH2:10])[CH:8]=[CH:9][C:4]=2[N:3]=[CH:2]1.[CH3:11][C:12](=[CH:16][CH3:17])[C:13]([OH:15])=[O:14].C1(O)C=CC(O)=CC=1. The catalyst is C1(C)C=CC=CC=1. The product is [S:1]1[C:5]2[CH:6]=[C:7]([NH:10][CH:16]([CH3:17])[CH:12]([CH3:11])[C:13]([OH:15])=[O:14])[CH:8]=[CH:9][C:4]=2[N:3]=[CH:2]1. The yield is 0.0602.